From a dataset of NCI-60 drug combinations with 297,098 pairs across 59 cell lines. Regression. Given two drug SMILES strings and cell line genomic features, predict the synergy score measuring deviation from expected non-interaction effect. (1) Drug 1: C#CCC(CC1=CN=C2C(=N1)C(=NC(=N2)N)N)C3=CC=C(C=C3)C(=O)NC(CCC(=O)O)C(=O)O. Drug 2: CCC1(C2=C(COC1=O)C(=O)N3CC4=CC5=C(C=CC(=C5CN(C)C)O)N=C4C3=C2)O.Cl. Cell line: NCI/ADR-RES. Synergy scores: CSS=9.06, Synergy_ZIP=-5.92, Synergy_Bliss=1.72, Synergy_Loewe=0.522, Synergy_HSA=-0.127. (2) Drug 2: CC12CCC3C(C1CCC2O)C(CC4=C3C=CC(=C4)O)CCCCCCCCCS(=O)CCCC(C(F)(F)F)(F)F. Drug 1: C1=NC(=NC(=O)N1C2C(C(C(O2)CO)O)O)N. Cell line: OVCAR-5. Synergy scores: CSS=6.74, Synergy_ZIP=-1.31, Synergy_Bliss=2.82, Synergy_Loewe=1.90, Synergy_HSA=2.32. (3) Drug 1: CCCS(=O)(=O)NC1=C(C(=C(C=C1)F)C(=O)C2=CNC3=C2C=C(C=N3)C4=CC=C(C=C4)Cl)F. Drug 2: CC1OCC2C(O1)C(C(C(O2)OC3C4COC(=O)C4C(C5=CC6=C(C=C35)OCO6)C7=CC(=C(C(=C7)OC)O)OC)O)O. Cell line: LOX IMVI. Synergy scores: CSS=59.5, Synergy_ZIP=7.14, Synergy_Bliss=6.51, Synergy_Loewe=14.5, Synergy_HSA=16.6. (4) Drug 1: C(CCl)NC(=O)N(CCCl)N=O. Drug 2: C(CN)CNCCSP(=O)(O)O. Cell line: HOP-92. Synergy scores: CSS=4.20, Synergy_ZIP=0.530, Synergy_Bliss=1.10, Synergy_Loewe=-1.64, Synergy_HSA=-2.37. (5) Drug 1: CN1CCC(CC1)COC2=C(C=C3C(=C2)N=CN=C3NC4=C(C=C(C=C4)Br)F)OC. Drug 2: N.N.Cl[Pt+2]Cl. Cell line: SK-MEL-28. Synergy scores: CSS=-3.31, Synergy_ZIP=3.16, Synergy_Bliss=2.81, Synergy_Loewe=-5.62, Synergy_HSA=-4.11.